From a dataset of NCI-60 drug combinations with 297,098 pairs across 59 cell lines. Regression. Given two drug SMILES strings and cell line genomic features, predict the synergy score measuring deviation from expected non-interaction effect. (1) Drug 2: CN1CCC(CC1)COC2=C(C=C3C(=C2)N=CN=C3NC4=C(C=C(C=C4)Br)F)OC. Drug 1: CC(C1=C(C=CC(=C1Cl)F)Cl)OC2=C(N=CC(=C2)C3=CN(N=C3)C4CCNCC4)N. Synergy scores: CSS=11.1, Synergy_ZIP=-1.23, Synergy_Bliss=6.61, Synergy_Loewe=3.92, Synergy_HSA=5.43. Cell line: UACC-257. (2) Drug 1: C1CC(C1)(C(=O)O)C(=O)O.[NH2-].[NH2-].[Pt+2]. Drug 2: CC1C(C(CC(O1)OC2CC(OC(C2O)C)OC3=CC4=CC5=C(C(=O)C(C(C5)C(C(=O)C(C(C)O)O)OC)OC6CC(C(C(O6)C)O)OC7CC(C(C(O7)C)O)OC8CC(C(C(O8)C)O)(C)O)C(=C4C(=C3C)O)O)O)O. Cell line: SF-539. Synergy scores: CSS=56.6, Synergy_ZIP=-0.474, Synergy_Bliss=0.180, Synergy_Loewe=-29.8, Synergy_HSA=-2.61.